From a dataset of NCI-60 drug combinations with 297,098 pairs across 59 cell lines. Regression. Given two drug SMILES strings and cell line genomic features, predict the synergy score measuring deviation from expected non-interaction effect. (1) Drug 2: CC1=C2C(C(=O)C3(C(CC4C(C3C(C(C2(C)C)(CC1OC(=O)C(C(C5=CC=CC=C5)NC(=O)OC(C)(C)C)O)O)OC(=O)C6=CC=CC=C6)(CO4)OC(=O)C)OC)C)OC. Cell line: MALME-3M. Drug 1: CN1CCC(CC1)COC2=C(C=C3C(=C2)N=CN=C3NC4=C(C=C(C=C4)Br)F)OC. Synergy scores: CSS=41.7, Synergy_ZIP=15.2, Synergy_Bliss=15.6, Synergy_Loewe=6.96, Synergy_HSA=15.8. (2) Drug 1: CC1C(C(CC(O1)OC2CC(CC3=C2C(=C4C(=C3O)C(=O)C5=C(C4=O)C(=CC=C5)OC)O)(C(=O)CO)O)N)O.Cl. Drug 2: CN(CCCl)CCCl.Cl. Cell line: OVCAR-4. Synergy scores: CSS=12.2, Synergy_ZIP=-4.51, Synergy_Bliss=-2.43, Synergy_Loewe=-22.0, Synergy_HSA=-0.800. (3) Drug 1: CC1CCC2CC(C(=CC=CC=CC(CC(C(=O)C(C(C(=CC(C(=O)CC(OC(=O)C3CCCCN3C(=O)C(=O)C1(O2)O)C(C)CC4CCC(C(C4)OC)OCCO)C)C)O)OC)C)C)C)OC. Drug 2: CC1C(C(CC(O1)OC2CC(OC(C2O)C)OC3=CC4=CC5=C(C(=O)C(C(C5)C(C(=O)C(C(C)O)O)OC)OC6CC(C(C(O6)C)O)OC7CC(C(C(O7)C)O)OC8CC(C(C(O8)C)O)(C)O)C(=C4C(=C3C)O)O)O)O. Cell line: SNB-19. Synergy scores: CSS=57.2, Synergy_ZIP=-2.62, Synergy_Bliss=1.84, Synergy_Loewe=-5.15, Synergy_HSA=1.52. (4) Cell line: MCF7. Drug 2: COC1=C2C(=CC3=C1OC=C3)C=CC(=O)O2. Drug 1: CN1C2=C(C=C(C=C2)N(CCCl)CCCl)N=C1CCCC(=O)O.Cl. Synergy scores: CSS=2.50, Synergy_ZIP=4.10, Synergy_Bliss=-1.72, Synergy_Loewe=-0.682, Synergy_HSA=-0.245. (5) Drug 1: CC(C1=C(C=CC(=C1Cl)F)Cl)OC2=C(N=CC(=C2)C3=CN(N=C3)C4CCNCC4)N. Drug 2: CN(C(=O)NC(C=O)C(C(C(CO)O)O)O)N=O. Cell line: KM12. Synergy scores: CSS=28.8, Synergy_ZIP=-3.16, Synergy_Bliss=-3.35, Synergy_Loewe=-43.9, Synergy_HSA=-3.67.